Dataset: Catalyst prediction with 721,799 reactions and 888 catalyst types from USPTO. Task: Predict which catalyst facilitates the given reaction. (1) Reactant: Cl.FC1C=C(C=CC=1)CN1C=C(C2C3C(=NC=C(C4C=CC(C5CCNCC5)=CC=4)C=3)N(S(C3C=CC(C)=CC=3)(=O)=O)C=2)C=N1.[F:46][C:47]1[C:48]([N:85]2[CH2:90][CH2:89][N:88]([CH2:91][C@@H:92]([OH:94])[CH3:93])[CH2:87][CH2:86]2)=[N:49][CH:50]=[C:51]([C:53]2[CH:54]=[C:55]3[C:61]([C:62]4[CH:63]=[N:64][N:65]([CH2:67][C:68]5[CH:73]=[CH:72][CH:71]=[C:70]([F:74])[CH:69]=5)[CH:66]=4)=[CH:60][N:59](S(C4C=CC(C)=CC=4)(=O)=O)[C:56]3=[N:57][CH:58]=2)[CH:52]=1.[OH-].[Li+]. Product: [F:46][C:47]1[C:48]([N:85]2[CH2:90][CH2:89][N:88]([CH2:91][C@@H:92]([OH:94])[CH3:93])[CH2:87][CH2:86]2)=[N:49][CH:50]=[C:51]([C:53]2[CH:54]=[C:55]3[C:61]([C:62]4[CH:63]=[N:64][N:65]([CH2:67][C:68]5[CH:73]=[CH:72][CH:71]=[C:70]([F:74])[CH:69]=5)[CH:66]=4)=[CH:60][NH:59][C:56]3=[N:57][CH:58]=2)[CH:52]=1. The catalyst class is: 87. (2) Reactant: [CH3:1][CH:2]([CH2:7][CH3:8])[CH2:3][C:4]([OH:6])=O.CN(C(ON1N=NC2C=CC=NC1=2)=[N+](C)C)C.F[P-](F)(F)(F)(F)F.C(N(C(C)C)CC)(C)C.[NH2:42][C:43]1[C:44]([NH:61][CH:62]2[CH2:67][CH2:66][N:65]([CH2:68][CH2:69][C:70]#[N:71])[CH2:64][CH2:63]2)=[C:45]2[CH:51]=[CH:50][N:49]([S:52]([C:55]3[CH:60]=[CH:59][CH:58]=[CH:57][CH:56]=3)(=[O:54])=[O:53])[C:46]2=[N:47][CH:48]=1. Product: [C:55]1([S:52]([N:49]2[C:46]3=[N:47][CH:48]=[C:43]([NH:42][C:4](=[O:6])[CH2:3][CH:2]([CH3:1])[CH2:7][CH3:8])[C:44]([NH:61][CH:62]4[CH2:63][CH2:64][N:65]([CH2:68][CH2:69][C:70]#[N:71])[CH2:66][CH2:67]4)=[C:45]3[CH:51]=[CH:50]2)(=[O:53])=[O:54])[CH:60]=[CH:59][CH:58]=[CH:57][CH:56]=1. The catalyst class is: 3.